Predict the reaction yield, written as a fraction of the theoretical maximum amount of product (1.0 means a 100% yield; for example, 0.34 means a 34% yield). From a dataset of Reaction yield outcomes from USPTO patents with 853,638 reactions. (1) The reactants are [C:1]([C:3]([C:9]1[CH:10]=[C:11]([CH:16]=[CH:17][CH:18]=1)[C:12]([O:14]C)=[O:13])([CH3:8])[CH2:4][CH:5]1[CH2:7][CH2:6]1)#[N:2].O.[OH-].[Li+]. The catalyst is O1CCCC1.CO.O. The product is [C:1]([C:3]([C:9]1[CH:10]=[C:11]([CH:16]=[CH:17][CH:18]=1)[C:12]([OH:14])=[O:13])([CH3:8])[CH2:4][CH:5]1[CH2:7][CH2:6]1)#[N:2]. The yield is 0.660. (2) The reactants are [CH3:1][C:2]1[CH:7]=[CH:6][C:5]([O:8][CH3:9])=[CH:4][CH:3]=1.Cl([O-])(=O)(=O)=O.[Li+].Cl[C:17](=[O:30])[CH2:18][CH2:19][CH2:20][CH2:21][CH2:22][CH2:23][CH2:24][CH2:25][C:26]([O:28][CH3:29])=[O:27].O. The yield is 0.830. The catalyst is [N+](C)([O-])=O.[O-]S(C(F)(F)F)(=O)=O.[Sc+3].[O-]S(C(F)(F)F)(=O)=O.[O-]S(C(F)(F)F)(=O)=O. The product is [CH3:9][O:8][C:5]1[CH:6]=[CH:7][C:2]([CH3:1])=[CH:3][C:4]=1[C:17](=[O:30])[CH2:18][CH2:19][CH2:20][CH2:21][CH2:22][CH2:23][CH2:24][CH2:25][C:26]([O:28][CH3:29])=[O:27]. (3) The reactants are [Cl:1][C:2]1[C:10]([C:11]([C:13]2[C:18]([NH:19][S:20]([C:23]3[CH:28]=[CH:27][C:26]([Cl:29])=[C:25]([C:30]([F:33])([F:32])[F:31])[CH:24]=3)(=[O:22])=[O:21])=[CH:17][C:16]([Cl:34])=[CH:15][N:14]=2)=[O:12])=[CH:9][CH:8]=[CH:7][C:3]=1[C:4]([OH:6])=O.[CH3:35][N:36](C(ON1N=NC2C=CC=NC1=2)=[N+](C)C)[CH3:37].F[P-](F)(F)(F)(F)F.N(C)C.C1COCC1.CCN(C(C)C)C(C)C. The catalyst is CCOC(C)=O.CN(C=O)C. The product is [Cl:1][C:2]1[C:10]([C:11]([C:13]2[C:18]([NH:19][S:20]([C:23]3[CH:28]=[CH:27][C:26]([Cl:29])=[C:25]([C:30]([F:33])([F:32])[F:31])[CH:24]=3)(=[O:22])=[O:21])=[CH:17][C:16]([Cl:34])=[CH:15][N:14]=2)=[O:12])=[CH:9][CH:8]=[CH:7][C:3]=1[C:4]([N:36]([CH3:37])[CH3:35])=[O:6]. The yield is 0.220. (4) The reactants are [CH3:1][O:2][C:3](=[O:18])[C:4](=O)[CH2:5][C:6](=[O:16])/[CH:7]=[CH:8]/[C:9]1[CH:14]=[CH:13][C:12]([Cl:15])=[CH:11][CH:10]=1.C([O-])(=O)C.[NH4+:23]. The catalyst is CO. The product is [CH3:1][O:2][C:3](=[O:18])/[C:4](/[NH2:23])=[CH:5]/[C:6](=[O:16])/[CH:7]=[CH:8]/[C:9]1[CH:14]=[CH:13][C:12]([Cl:15])=[CH:11][CH:10]=1. The yield is 0.740. (5) The reactants are Cl.O1CCOCC1.[CH2:8]([O:10][C:11]([C@H:13]1[CH2:18][CH2:17][CH2:16][N:15]([C:19](=[O:27])[C:20]2[CH:25]=[CH:24][CH:23]=[CH:22][C:21]=2[CH3:26])[C@H:14]1[C:28]1[CH:33]=[CH:32][C:31]([NH:34]C(OC(C)(C)C)=O)=[CH:30][CH:29]=1)=[O:12])[CH3:9].C([O-])(O)=O.[Na+]. The catalyst is C(Cl)Cl. The product is [CH2:8]([O:10][C:11]([C@H:13]1[CH2:18][CH2:17][CH2:16][N:15]([C:19](=[O:27])[C:20]2[CH:25]=[CH:24][CH:23]=[CH:22][C:21]=2[CH3:26])[C@H:14]1[C:28]1[CH:29]=[CH:30][C:31]([NH2:34])=[CH:32][CH:33]=1)=[O:12])[CH3:9]. The yield is 0.970. (6) The reactants are [Cl:1][C:2]1[C:3]([O:24][CH:25]([CH3:27])[CH3:26])=[C:4]([C:9]([N:11]2[CH2:16][CH2:15][CH:14]([C:17]3[CH:22]=[CH:21][C:20]([F:23])=[CH:19][CH:18]=3)[CH2:13][CH2:12]2)=[O:10])[CH:5]=[N:6][C:7]=1Cl.[SH2:28].[Na].[Cl-].[Na+]. The catalyst is CN(C=O)C. The product is [Cl:1][C:2]1[C:3]([O:24][CH:25]([CH3:27])[CH3:26])=[C:4]([C:9]([N:11]2[CH2:16][CH2:15][CH:14]([C:17]3[CH:22]=[CH:21][C:20]([F:23])=[CH:19][CH:18]=3)[CH2:13][CH2:12]2)=[O:10])[CH:5]=[N:6][C:7]=1[SH:28]. The yield is 0.830. (7) The reactants are [CH3:1][O:2][C:3]1[CH:4]=[C:5]([CH2:11][CH2:12][C:13]([NH2:15])=O)[CH:6]=[CH:7][C:8]=1[O:9][CH3:10].P12(SP3(SP(SP(S3)(S1)=S)(=S)S2)=S)=[S:17]. The catalyst is C1COCC1. The product is [CH3:1][O:2][C:3]1[CH:4]=[C:5]([CH2:11][CH2:12][C:13]([NH2:15])=[S:17])[CH:6]=[CH:7][C:8]=1[O:9][CH3:10]. The yield is 0.688. (8) The reactants are [C:1]12([CH2:11][O:12][C:13]3[C:21]([CH:22]4[CH2:24][CH2:23]4)=[CH:20][C:16]([C:17]([OH:19])=O)=[CH:15][N:14]=3)[CH2:10][CH:5]3[CH2:6][CH:7]([CH2:9][CH:3]([CH2:4]3)[CH2:2]1)[CH2:8]2.C(N1C=CN=C1)(N1C=CN=C1)=O.N12CCCN=C1CCCCC2.[CH3:48][S:49]([NH2:52])(=[O:51])=[O:50]. The catalyst is O1CCCC1.C(OCC)(=O)C. The product is [C:1]12([CH2:11][O:12][C:13]3[C:21]([CH:22]4[CH2:24][CH2:23]4)=[CH:20][C:16]([C:17]([NH:52][S:49]([CH3:48])(=[O:51])=[O:50])=[O:19])=[CH:15][N:14]=3)[CH2:10][CH:5]3[CH2:6][CH:7]([CH2:9][CH:3]([CH2:4]3)[CH2:2]1)[CH2:8]2. The yield is 0.580.